Dataset: Forward reaction prediction with 1.9M reactions from USPTO patents (1976-2016). Task: Predict the product of the given reaction. (1) Given the reactants [Cl:1][C:2]1[CH:16]=[C:15]([N+:17]([O-])=O)[CH:14]=[CH:13][C:3]=1[C:4]([N:6]1[CH2:12][CH2:11][CH2:10][CH2:9][CH2:8][CH2:7]1)=[O:5].O.O.[Sn](Cl)Cl.N, predict the reaction product. The product is: [N:6]1([C:4]([C:3]2[CH:13]=[CH:14][C:15]([NH2:17])=[CH:16][C:2]=2[Cl:1])=[O:5])[CH2:7][CH2:8][CH2:9][CH2:10][CH2:11][CH2:12]1. (2) Given the reactants [C:1]([O:5][C:6]([N:8]([C:54]([O:56][C:57]([CH3:60])([CH3:59])[CH3:58])=[O:55])[C:9]1[C:18]2[C:13](=[CH:14][C:15]([NH:19][C@H:20]3[C:37](=[O:38])[N:36]([CH3:39])[CH2:35][C:34]4[CH:40]=[C:30]([CH:31]=[CH:32][C:33]=4[C@@H:41]([CH2:46][CH3:47])[C:42]([O:44]C)=[O:43])[NH:29][C:28](=[O:48])[O:27][CH2:26][C@H:25]([CH3:49])[C:24]4[CH:50]=[CH:51][C:21]3=[CH:22][C:23]=4[CH3:52])=[CH:16][CH:17]=2)[C:12]([F:53])=[CH:11][N:10]=1)=[O:7])([CH3:4])([CH3:3])[CH3:2].[Li+].[OH-], predict the reaction product. The product is: [C:1]([O:5][C:6]([N:8]([C:54]([O:56][C:57]([CH3:59])([CH3:58])[CH3:60])=[O:55])[C:9]1[C:18]2[C:13](=[CH:14][C:15]([NH:19][C@H:20]3[C:37](=[O:38])[N:36]([CH3:39])[CH2:35][C:34]4[CH:40]=[C:30]([CH:31]=[CH:32][C:33]=4[C@@H:41]([CH2:46][CH3:47])[C:42]([OH:44])=[O:43])[NH:29][C:28](=[O:48])[O:27][CH2:26][C@H:25]([CH3:49])[C:24]4[CH:50]=[CH:51][C:21]3=[CH:22][C:23]=4[CH3:52])=[CH:16][CH:17]=2)[C:12]([F:53])=[CH:11][N:10]=1)=[O:7])([CH3:2])([CH3:3])[CH3:4]. (3) Given the reactants I[C:2]1[CH:3]=[CH:4][C:5]2[N:6]([C:8]([CH3:16])=[C:9]([CH:11]3[CH2:13][CH:12]3[C:14]#[N:15])[N:10]=2)[CH:7]=1.[Cl:17][C:18]1[CH:32]=[CH:31][C:21]([CH2:22][O:23][C:24]2[CH:29]=[CH:28][NH:27][C:26](=[O:30])[CH:25]=2)=[CH:20][CH:19]=1.C(=O)([O-])[O-].[K+].[K+].CN[C@@H]1CCCC[C@H]1NC, predict the reaction product. The product is: [Cl:17][C:18]1[CH:32]=[CH:31][C:21]([CH2:22][O:23][C:24]2[CH:29]=[CH:28][N:27]([C:2]3[CH:3]=[CH:4][C:5]4[N:6]([C:8]([CH3:16])=[C:9]([CH:11]5[CH2:13][CH:12]5[C:14]#[N:15])[N:10]=4)[CH:7]=3)[C:26](=[O:30])[CH:25]=2)=[CH:20][CH:19]=1. (4) Given the reactants [NH2:1][C@@H:2]([CH2:8][CH2:9][CH2:10][CH2:11][CH2:12][CH2:13][CH:14]=[CH2:15])[C:3]([O:5][CH2:6][CH3:7])=[O:4].C(N(CC)CC)C.[N+:23]([C:26]1[CH:31]=[CH:30][CH:29]=[CH:28][C:27]=1[S:32](Cl)(=[O:34])=[O:33])([O-:25])=[O:24], predict the reaction product. The product is: [N+:23]([C:26]1[CH:31]=[CH:30][CH:29]=[CH:28][C:27]=1[S:32]([NH:1][C@@H:2]([CH2:8][CH2:9][CH2:10][CH2:11][CH2:12][CH2:13][CH:14]=[CH2:15])[C:3]([O:5][CH2:6][CH3:7])=[O:4])(=[O:34])=[O:33])([O-:25])=[O:24]. (5) The product is: [CH3:7][O:6][C:4](=[O:5])[C:3]([CH3:9])([CH3:8])[CH2:2][O:1][N:16]1[C:17](=[O:18])[C:12]2[C:13](=[CH:19][CH:20]=[CH:21][CH:11]=2)[C:14]1=[O:15]. Given the reactants [OH:1][CH2:2][C:3]([CH3:9])([CH3:8])[C:4]([O:6][CH3:7])=[O:5].O[C:11]1[CH:21]=[CH:20][CH:19]=[C:13]2[C:14]([NH:16][C:17](=[O:18])[C:12]=12)=[O:15].C1(P(C2C=CC=CC=2)C2C=CC=CC=2)C=CC=CC=1.N(C(OC(C)C)=O)=NC(OC(C)C)=O, predict the reaction product. (6) Given the reactants [C:1]([C@H:5]1[CH2:10][CH2:9][C@H:8]([O:11][C:12]2[CH:21]=[CH:20][CH:19]=[C:18]3[C:13]=2[CH:14]=[CH:15][C:16]([CH:22]=O)=[CH:17]3)[CH2:7][CH2:6]1)([CH3:4])([CH3:3])[CH3:2].[NH:24]1[CH2:29][CH2:28][CH:27]([C:30]([O:32][CH2:33][CH3:34])=[O:31])[CH2:26][CH2:25]1.[BH-](OC(C)=O)(OC(C)=O)OC(C)=O.[Na+].O, predict the reaction product. The product is: [C:1]([C@H:5]1[CH2:10][CH2:9][C@H:8]([O:11][C:12]2[CH:21]=[CH:20][CH:19]=[C:18]3[C:13]=2[CH:14]=[CH:15][C:16]([CH2:22][N:24]2[CH2:29][CH2:28][CH:27]([C:30]([O:32][CH2:33][CH3:34])=[O:31])[CH2:26][CH2:25]2)=[CH:17]3)[CH2:7][CH2:6]1)([CH3:4])([CH3:3])[CH3:2]. (7) Given the reactants [C:1]([O:4][C:5]1[CH:13]=[CH:12][C:11]([F:14])=[CH:10][C:6]=1[C:7](O)=[O:8])(=[O:3])[CH3:2].C(Cl)(=O)C([Cl:18])=O.CN(C=O)C, predict the reaction product. The product is: [C:1]([O:4][C:5]1[CH:13]=[CH:12][C:11]([F:14])=[CH:10][C:6]=1[C:7]([Cl:18])=[O:8])(=[O:3])[CH3:2]. (8) The product is: [CH3:1][C:2]1([CH3:14])[CH2:3][N:4]([C:16]2[CH:17]=[CH:18][C:19]3[O:20][CH2:21][C:22](=[O:26])[NH:23][C:24]=3[N:25]=2)[C@H:5]([C:8]2[CH:9]=[CH:10][CH:11]=[CH:12][CH:13]=2)[CH2:6][O:7]1. Given the reactants [CH3:1][C:2]1([CH3:14])[O:7][CH2:6][C@@H:5]([C:8]2[CH:13]=[CH:12][CH:11]=[CH:10][CH:9]=2)[NH:4][CH2:3]1.Br[C:16]1[CH:17]=[CH:18][C:19]2[O:20][CH2:21][C:22](=[O:26])[NH:23][C:24]=2[N:25]=1, predict the reaction product.